From a dataset of Forward reaction prediction with 1.9M reactions from USPTO patents (1976-2016). Predict the product of the given reaction. (1) The product is: [Br:1][C:2]1[C:3]([CH3:16])=[C:4]([N:8]2[C:13](=[O:14])[CH:12]=[CH:11][N:10]([C:21]3[CH:22]=[CH:23][C:18]([F:17])=[CH:19][CH:20]=3)[C:9]2=[O:15])[CH:5]=[CH:6][CH:7]=1. Given the reactants [Br:1][C:2]1[C:3]([CH3:16])=[C:4]([N:8]2[C:13](=[O:14])[CH:12]=[CH:11][NH:10][C:9]2=[O:15])[CH:5]=[CH:6][CH:7]=1.[F:17][C:18]1[CH:23]=[CH:22][C:21](B(O)O)=[CH:20][CH:19]=1.N1C=CC=CC=1, predict the reaction product. (2) Given the reactants Cl.[F:2][C:3]1[CH:8]=[C:7]([F:9])[CH:6]=[CH:5][C:4]=1[N:10]1[CH:14]([C:15]2[CH:20]=[CH:19][C:18]([N:21]3[CH2:26][CH2:25][NH:24][CH2:23][CH2:22]3)=[CH:17][CH:16]=2)[CH2:13][C:12]([C:27]([C:33]([F:36])([F:35])[F:34])([C:29]([F:32])([F:31])[F:30])[OH:28])=[N:11]1.[CH3:37][N:38]([CH3:43])[S:39](Cl)(=[O:41])=[O:40], predict the reaction product. The product is: [F:2][C:3]1[CH:8]=[C:7]([F:9])[CH:6]=[CH:5][C:4]=1[N:10]1[CH:14]([C:15]2[CH:16]=[CH:17][C:18]([N:21]3[CH2:22][CH2:23][N:24]([S:39](=[O:41])(=[O:40])[N:38]([CH3:43])[CH3:37])[CH2:25][CH2:26]3)=[CH:19][CH:20]=2)[CH2:13][C:12]([C:27]([C:29]([F:30])([F:32])[F:31])([C:33]([F:34])([F:35])[F:36])[OH:28])=[N:11]1. (3) The product is: [CH3:32][N:31]([CH3:33])[C:26]1[CH:27]=[CH:28][CH:29]=[C:30]2[C:25]=1[CH:24]=[CH:23][CH:22]=[C:21]2[S:18]([NH:17][C@@H:12]1[C:11](=[O:34])[N:10]2[C@H:5]([C:3]([OH:4])=[O:2])[CH2:6][CH2:7][CH2:8][N:9]2[C:15](=[O:16])[CH2:14][CH2:13]1)(=[O:19])=[O:20]. Given the reactants C[O:2][C:3]([C@H:5]1[N:10]2[C:11](=[O:34])[C@@H:12]([NH:17][S:18]([C:21]3[C:30]4[C:25](=[C:26]([N:31]([CH3:33])[CH3:32])[CH:27]=[CH:28][CH:29]=4)[CH:24]=[CH:23][CH:22]=3)(=[O:20])=[O:19])[CH2:13][CH2:14][C:15](=[O:16])[N:9]2[CH2:8][CH2:7][CH2:6]1)=[O:4].[Li+].[OH-].Cl, predict the reaction product. (4) Given the reactants [C:1]1([C:7]2[NH:8][C:9]3[CH:10]=[CH:11][CH:12]=[C:13]4[C:19](=[O:20])[NH:18][CH2:17][CH2:16][C:15]=2[C:14]=34)[CH:6]=[CH:5][CH:4]=[CH:3][CH:2]=1.[Cl:21]C1C=CC=CC=1B(O)O, predict the reaction product. The product is: [Cl:21][C:6]1[CH:5]=[CH:4][CH:3]=[CH:2][C:1]=1[C:7]1[NH:8][C:9]2[CH:10]=[CH:11][CH:12]=[C:13]3[C:19](=[O:20])[NH:18][CH2:17][CH2:16][C:15]=1[C:14]=23. (5) Given the reactants [CH3:1][CH:2]1[CH:6]2[C:7]([NH:9][CH:10]=[C:11]([CH3:12])[CH:5]2[CH2:4][CH2:3]1)=[O:8].[Br:13][C:14]1[CH:19]=[CH:18][C:17]([Bi]([C:17]2[CH:18]=[CH:19][C:14]([Br:13])=[CH:15][CH:16]=2)[C:17]2[CH:18]=[CH:19][C:14]([Br:13])=[CH:15][CH:16]=2)=[CH:16][CH:15]=1.C(N(CC)CC)C, predict the reaction product. The product is: [Br:13][C:14]1[CH:19]=[CH:18][C:17]([N:9]2[CH2:10][C@@H:11]([CH3:12])[C@H:5]3[CH2:4][CH2:3][C@H:2]([CH3:1])[C@H:6]3[C:7]2=[O:8])=[CH:16][CH:15]=1. (6) The product is: [I:10][C:7]1[CH:8]=[CH:9][C:4]([C:2]2[CH:1]=[CH:13][C:12](=[O:16])[N:20]([CH3:19])[N:21]=2)=[CH:5][CH:6]=1. Given the reactants [CH3:1][C:2]([C:4]1[CH:9]=[CH:8][C:7]([I:10])=[CH:6][CH:5]=1)=O.O.[C:12]([OH:16])(=O)[CH:13]=O.[OH-].[NH4+].[CH3:19][NH:20][NH2:21], predict the reaction product.